The task is: Regression. Given two drug SMILES strings and cell line genomic features, predict the synergy score measuring deviation from expected non-interaction effect.. This data is from NCI-60 drug combinations with 297,098 pairs across 59 cell lines. (1) Drug 1: CS(=O)(=O)C1=CC(=C(C=C1)C(=O)NC2=CC(=C(C=C2)Cl)C3=CC=CC=N3)Cl. Cell line: A549. Synergy scores: CSS=12.5, Synergy_ZIP=-2.28, Synergy_Bliss=2.26, Synergy_Loewe=-0.792, Synergy_HSA=2.49. Drug 2: CNC(=O)C1=CC=CC=C1SC2=CC3=C(C=C2)C(=NN3)C=CC4=CC=CC=N4. (2) Drug 2: C1=CN(C=N1)CC(O)(P(=O)(O)O)P(=O)(O)O. Drug 1: CC1=C(C=C(C=C1)NC2=NC=CC(=N2)N(C)C3=CC4=NN(C(=C4C=C3)C)C)S(=O)(=O)N.Cl. Synergy scores: CSS=10.6, Synergy_ZIP=-0.594, Synergy_Bliss=4.02, Synergy_Loewe=4.01, Synergy_HSA=4.81. Cell line: NCIH23. (3) Drug 1: CC1=CC=C(C=C1)C2=CC(=NN2C3=CC=C(C=C3)S(=O)(=O)N)C(F)(F)F. Drug 2: CC1=C2C(C(=O)C3(C(CC4C(C3C(C(C2(C)C)(CC1OC(=O)C(C(C5=CC=CC=C5)NC(=O)OC(C)(C)C)O)O)OC(=O)C6=CC=CC=C6)(CO4)OC(=O)C)O)C)O. Cell line: SK-MEL-5. Synergy scores: CSS=5.19, Synergy_ZIP=4.10, Synergy_Bliss=9.40, Synergy_Loewe=1.85, Synergy_HSA=2.50. (4) Drug 1: C1=CN(C(=O)N=C1N)C2C(C(C(O2)CO)O)O.Cl. Drug 2: COC1=NC(=NC2=C1N=CN2C3C(C(C(O3)CO)O)O)N. Cell line: MDA-MB-231. Synergy scores: CSS=16.7, Synergy_ZIP=4.71, Synergy_Bliss=6.37, Synergy_Loewe=-8.81, Synergy_HSA=4.29. (5) Drug 1: CS(=O)(=O)C1=CC(=C(C=C1)C(=O)NC2=CC(=C(C=C2)Cl)C3=CC=CC=N3)Cl. Drug 2: CCC1(CC2CC(C3=C(CCN(C2)C1)C4=CC=CC=C4N3)(C5=C(C=C6C(=C5)C78CCN9C7C(C=CC9)(C(C(C8N6C)(C(=O)OC)O)OC(=O)C)CC)OC)C(=O)OC)O.OS(=O)(=O)O. Cell line: SNB-75. Synergy scores: CSS=37.5, Synergy_ZIP=5.40, Synergy_Bliss=8.59, Synergy_Loewe=-26.2, Synergy_HSA=6.83. (6) Drug 1: CC1CCC2CC(C(=CC=CC=CC(CC(C(=O)C(C(C(=CC(C(=O)CC(OC(=O)C3CCCCN3C(=O)C(=O)C1(O2)O)C(C)CC4CCC(C(C4)OC)O)C)C)O)OC)C)C)C)OC. Drug 2: CCN(CC)CCNC(=O)C1=C(NC(=C1C)C=C2C3=C(C=CC(=C3)F)NC2=O)C. Cell line: IGROV1. Synergy scores: CSS=4.67, Synergy_ZIP=-4.54, Synergy_Bliss=-3.35, Synergy_Loewe=-12.7, Synergy_HSA=-3.65. (7) Drug 1: C1CCN(CC1)CCOC2=CC=C(C=C2)C(=O)C3=C(SC4=C3C=CC(=C4)O)C5=CC=C(C=C5)O. Drug 2: C1CC(C1)(C(=O)O)C(=O)O.[NH2-].[NH2-].[Pt+2]. Cell line: NCI-H460. Synergy scores: CSS=44.9, Synergy_ZIP=2.43, Synergy_Bliss=2.66, Synergy_Loewe=-0.107, Synergy_HSA=0.998. (8) Drug 1: CC1=C(C(CCC1)(C)C)C=CC(=CC=CC(=CC(=O)O)C)C. Drug 2: CN1C(=O)N2C=NC(=C2N=N1)C(=O)N. Cell line: K-562. Synergy scores: CSS=7.44, Synergy_ZIP=-5.78, Synergy_Bliss=-8.03, Synergy_Loewe=-8.67, Synergy_HSA=-3.26. (9) Drug 1: CN1C(=O)N2C=NC(=C2N=N1)C(=O)N. Drug 2: CS(=O)(=O)CCNCC1=CC=C(O1)C2=CC3=C(C=C2)N=CN=C3NC4=CC(=C(C=C4)OCC5=CC(=CC=C5)F)Cl. Cell line: HL-60(TB). Synergy scores: CSS=13.1, Synergy_ZIP=-3.33, Synergy_Bliss=-1.70, Synergy_Loewe=-1.80, Synergy_HSA=-2.76. (10) Drug 1: CC1CCC2CC(C(=CC=CC=CC(CC(C(=O)C(C(C(=CC(C(=O)CC(OC(=O)C3CCCCN3C(=O)C(=O)C1(O2)O)C(C)CC4CCC(C(C4)OC)OCCO)C)C)O)OC)C)C)C)OC. Drug 2: CCN(CC)CCCC(C)NC1=C2C=C(C=CC2=NC3=C1C=CC(=C3)Cl)OC. Cell line: PC-3. Synergy scores: CSS=15.0, Synergy_ZIP=-16.8, Synergy_Bliss=-13.8, Synergy_Loewe=-10.5, Synergy_HSA=-8.08.